From a dataset of Reaction yield outcomes from USPTO patents with 853,638 reactions. Predict the reaction yield, written as a fraction of the theoretical maximum amount of product (1.0 means a 100% yield; for example, 0.34 means a 34% yield). (1) The reactants are [NH2:1][C:2]1[CH:10]=[C:6]([C:7]([OH:9])=[O:8])[C:5]([OH:11])=[CH:4][CH:3]=1.[Cl:12][C:13]1[CH:20]=[CH:19][C:16]([CH2:17]Cl)=[CH:15][CH:14]=1. No catalyst specified. The product is [Cl:12][C:13]1[CH:20]=[CH:19][C:16]([CH2:17][NH:1][C:2]2[CH:10]=[C:6]([C:7]([OH:9])=[O:8])[C:5]([OH:11])=[CH:4][CH:3]=2)=[CH:15][CH:14]=1. The yield is 0.530. (2) The reactants are Br[C:2]1[CH:19]=[C:18]2[C:5]([CH2:6][C:7]3([C:11]42[N:15]=[C:14]([NH2:16])[C:13]([CH3:17])=[N:12]4)[CH2:10][CH2:9][CH2:8]3)=[CH:4][CH:3]=1.[C:20]([C:23]1[CH:24]=[C:25](B(O)O)[CH:26]=[N:27][CH:28]=1)#[C:21][CH3:22]. No catalyst specified. The product is [CH3:17][C:13]1[C:14]([NH2:16])=[N:15][C:11]2([C:18]3[C:5](=[CH:4][CH:3]=[C:2]([C:25]4[CH:26]=[N:27][CH:28]=[C:23]([C:20]#[C:21][CH3:22])[CH:24]=4)[CH:19]=3)[CH2:6][C:7]32[CH2:10][CH2:9][CH2:8]3)[N:12]=1. The yield is 0.680. (3) The reactants are Br[C:2]1[C:3]2[C:4]3[CH2:15][CH2:14][N:13]([C:16]([O:18][C:19]([CH3:22])([CH3:21])[CH3:20])=[O:17])[CH2:12][CH2:11][C:5]=3[NH:6][C:7]=2[CH:8]=[CH:9][CH:10]=1.[CH2:23](COC)OC.C([O-])([O-])=O.[Na+].[Na+].C(OCC)(=O)C.[CH3:41][CH2:42][CH2:43][CH2:44][CH2:45][CH3:46]. The catalyst is C1C=CC([P]([Pd]([P](C2C=CC=CC=2)(C2C=CC=CC=2)C2C=CC=CC=2)([P](C2C=CC=CC=2)(C2C=CC=CC=2)C2C=CC=CC=2)[P](C2C=CC=CC=2)(C2C=CC=CC=2)C2C=CC=CC=2)(C2C=CC=CC=2)C2C=CC=CC=2)=CC=1. The product is [CH3:23][C:43]1[CH:42]=[CH:41][CH:46]=[CH:45][C:44]=1[C:2]1[C:3]2[C:4]3[CH2:15][CH2:14][N:13]([C:16]([O:18][C:19]([CH3:21])([CH3:20])[CH3:22])=[O:17])[CH2:12][CH2:11][C:5]=3[NH:6][C:7]=2[CH:8]=[CH:9][CH:10]=1. The yield is 0.440. (4) The reactants are [CH3:1]OC1C(OC)=CC2NC(=O)CN=C(C3C=C(C=CC=3)C#N)C=2C=1.[Br:25][C:26]1[CH:27]=[C:28]([C:32]2[C:38]3[CH:39]=[C:40]([O:45][CH3:46])[C:41]([O:43][CH3:44])=[CH:42][C:37]=3[NH:36][C:35](=[O:47])[CH2:34][N:33]=2)[CH:29]=[CH:30][CH:31]=1. No catalyst specified. The product is [Br:25][C:26]1[CH:27]=[C:28]([C:32]2[C:38]3[CH:39]=[C:40]([O:45][CH3:46])[C:41]([O:43][CH3:44])=[CH:42][C:37]=3[N:36]([CH3:1])[C:35](=[O:47])[CH2:34][N:33]=2)[CH:29]=[CH:30][CH:31]=1. The yield is 0.700. (5) The reactants are [C:1]([O:5][C:6]([N:8]([C:16]1[C:21]([C:22]#[CH:23])=[N:20][C:19]([C:24]2[CH:29]=[CH:28][C:27](=[O:30])[N:26]([CH:31]([CH3:33])[CH3:32])[CH:25]=2)=[CH:18][N:17]=1)[C:9](=[O:15])[O:10][C:11]([CH3:14])([CH3:13])[CH3:12])=[O:7])([CH3:4])([CH3:3])[CH3:2].[Cl:34][CH2:35][C:36]1[CH:37]=[C:38]([CH:43]=[CH:44][CH:45]=1)[C:39](Cl)=[N:40][OH:41].C(N(CC)CC)C. The catalyst is C1COCC1. The product is [C:11]([O:10][C:9]([N:8]([C:16]1[C:21]([C:22]2[O:41][N:40]=[C:39]([C:38]3[CH:43]=[CH:44][CH:45]=[C:36]([CH2:35][Cl:34])[CH:37]=3)[CH:23]=2)=[N:20][C:19]([C:24]2[CH:29]=[CH:28][C:27](=[O:30])[N:26]([CH:31]([CH3:33])[CH3:32])[CH:25]=2)=[CH:18][N:17]=1)[C:6](=[O:7])[O:5][C:1]([CH3:2])([CH3:3])[CH3:4])=[O:15])([CH3:14])([CH3:13])[CH3:12]. The yield is 0.730. (6) The product is [ClH:32].[NH2:7][CH2:8][C:9]1[CH:14]=[CH:13][C:12]([C:15]([N:17]2[CH2:26][C:25]3[CH:24]=[N:23][N:22]([CH3:27])[C:21]=3[NH:20][C:19]3[CH:28]=[C:29]([Cl:32])[CH:30]=[CH:31][C:18]2=3)=[O:16])=[CH:11][C:10]=1[Cl:33]. The yield is 1.00. No catalyst specified. The reactants are C(OC(=O)[NH:7][CH2:8][C:9]1[CH:14]=[CH:13][C:12]([C:15]([N:17]2[CH2:26][C:25]3[CH:24]=[N:23][N:22]([CH3:27])[C:21]=3[NH:20][C:19]3[CH:28]=[C:29]([Cl:32])[CH:30]=[CH:31][C:18]2=3)=[O:16])=[CH:11][C:10]=1[Cl:33])(C)(C)C.CC1C=C2N=C3C(=NC(NC3=O)=O)N(C[C@H](O)[C@H](O)[C@H](O)COP([O-])(O)=O)C2=CC=1C.[Na+].N1CCCC(=O)C2C=CC=CC1=2.Cl.O1CCOCC1. (7) The catalyst is C1COCC1. The product is [CH2:47]([O:46][C:44]([CH:42]([O:41][P:37]([CH2:36][CH:35]=[CH:34][CH2:33][CH:7]([CH2:8][C:9]([CH3:32])=[CH:10][CH2:11][C:12]1[C:13]([OH:25])=[C:14]2[C:18](=[C:19]([CH3:23])[C:20]=1[O:21][CH3:22])[CH2:17][O:16][C:15]2=[O:24])[C:6]([OH:49])=[O:5])([O:39][CH3:40])=[O:38])[CH3:43])=[O:45])[CH3:48]. The yield is 0.770. The reactants are C[Si](C)(C)CC[O:5][C:6](=[O:49])[CH:7]([CH2:33][CH:34]=[CH:35][CH2:36][P:37]([O:41][CH:42]([C:44]([O:46][CH2:47][CH3:48])=[O:45])[CH3:43])([O:39][CH3:40])=[O:38])[CH2:8][C:9]([CH3:32])=[CH:10][CH2:11][C:12]1[C:13]([O:25]CC[Si](C)(C)C)=[C:14]2[C:18](=[C:19]([CH3:23])[C:20]=1[O:21][CH3:22])[CH2:17][O:16][C:15]2=[O:24].CCCC[N+](CCCC)(CCCC)CCCC.[F-]. (8) The reactants are [Cl:1][C:2]1[CH:7]=[CH:6][C:5]([C:8]2[N:12]([CH:13]([CH:16]3[CH2:21][CH2:20][CH2:19][CH2:18][CH2:17]3)[CH2:14][OH:15])[C:11]3[CH:22]=[C:23]([F:27])[C:24]([F:26])=[CH:25][C:10]=3[N:9]=2)=[CH:4][CH:3]=1.[CH3:28][O:29][C:30](=[O:40])[C:31]1[CH:36]=[C:35]([F:37])[C:34](O)=[C:33]([F:39])[CH:32]=1.N(C(OC(C)(C)C)=O)=NC(OC(C)(C)C)=O. No catalyst specified. The product is [CH3:28][O:29][C:30](=[O:40])[C:31]1[CH:32]=[C:33]([F:39])[C:34]([O:15][CH2:14][CH:13]([N:12]2[C:11]3[CH:22]=[C:23]([F:27])[C:24]([F:26])=[CH:25][C:10]=3[N:9]=[C:8]2[C:5]2[CH:6]=[CH:7][C:2]([Cl:1])=[CH:3][CH:4]=2)[CH:16]2[CH2:17][CH2:18][CH2:19][CH2:20][CH2:21]2)=[C:35]([F:37])[CH:36]=1. The yield is 0.590.